Dataset: Forward reaction prediction with 1.9M reactions from USPTO patents (1976-2016). Task: Predict the product of the given reaction. (1) Given the reactants [Cl:1][C:2]1[CH:7]=[C:6](I)[C:5]([Cl:9])=[CH:4][N:3]=1.CC1(C)OB([C:16]2[CH:17]=[N:18][C:19]([C:22]([F:25])([F:24])[F:23])=[N:20][CH:21]=2)OC1(C)C.C(=O)([O-])[O-].[K+].[K+].O, predict the reaction product. The product is: [Cl:1][C:2]1[CH:7]=[C:6]([C:16]2[CH:17]=[N:18][C:19]([C:22]([F:25])([F:24])[F:23])=[N:20][CH:21]=2)[C:5]([Cl:9])=[CH:4][N:3]=1. (2) Given the reactants [CH3:1][O:2][C:3]1[CH:10]=[CH:9][C:6]([CH:7]=[O:8])=[CH:5][C:4]=1[O:11][C:12]([F:15])([F:14])[F:13].C[OH:17], predict the reaction product. The product is: [CH3:1][O:2][C:3]1[CH:10]=[CH:9][C:6]([C:7]([OH:17])=[O:8])=[CH:5][C:4]=1[O:11][C:12]([F:13])([F:14])[F:15].